This data is from Experimentally validated miRNA-target interactions with 360,000+ pairs, plus equal number of negative samples. The task is: Binary Classification. Given a miRNA mature sequence and a target amino acid sequence, predict their likelihood of interaction. (1) The miRNA is hsa-miR-567 with sequence AGUAUGUUCUUCCAGGACAGAAC. The protein sequence of the target gene is MAHLGPTPPPHSLNYKSEDRLSEQDWPAYFKVPCCGVDTSQIESEEAEVDVRERETQRDREPKRARDLTLRDSCTDNSMQFGTRTTTAEPGFMGTWQNADTNLLFRMSQQAIRCTLVNCTCECFQPGKINLRTCDQCKHGWVAHALDKLSTQHLYHPTQVEIVQSNVVFDISSLMLYGTQAVPVRLKILLDRLFSVLKQEEVLHILHGLGWTLRDYVRGYILQDAAGKVLDRWAIMSREEEIITLQQFLRFGETKSIVELMAIQEKEGQAVAVPSSKTDSDIRTFIESNNRTRSPSLLAH.... Result: 1 (interaction). (2) The miRNA is hsa-miR-519c-3p with sequence AAAGUGCAUCUUUUUAGAGGAU. The protein sequence of the target gene is MAWPCITRACCIARFWNQLDKADIAVPLVFTKYSEATEHPGAPPQPPAPLQPALAPPSRAVAIETQPAQGESDAVARATGPAPGPSVDRETVAAPGRSGLGLGAASASTSGSGPADSVMRQDYRAWKVQRPEPSCRPRSEYQPSDAPFERETQYQKDFRAWPLPRRGDHPWIPKPVQIPATSQPSQPVLGVPKRRPQSQERGPMQLSADARDPEGAGGAGVLAAGKASGVDQRDTRRKAGPAWMVTRNEGHEEKPLPPAQSQTQEGGPAAGKASGADQRDTRRKAGPAWMVTRSEGHEEK.... Result: 0 (no interaction).